Dataset: Full USPTO retrosynthesis dataset with 1.9M reactions from patents (1976-2016). Task: Predict the reactants needed to synthesize the given product. (1) Given the product [CH3:1][O:2][C:3]1[CH:12]=[C:11]2[C:6]([CH2:7][CH:8]([NH:17][CH2:14][CH2:15][CH3:16])[CH2:9][O:10]2)=[CH:5][CH:4]=1, predict the reactants needed to synthesize it. The reactants are: [CH3:1][O:2][C:3]1[CH:12]=[C:11]2[C:6]([CH2:7][C:8](=O)[CH2:9][O:10]2)=[CH:5][CH:4]=1.[CH2:14]([NH2:17])[CH2:15][CH3:16].C(O)(=O)C.C(O[BH-](OC(=O)C)OC(=O)C)(=O)C.[Na+].[OH-].[Na+]. (2) Given the product [CH3:24][O:16][C:15](=[O:17])[CH2:14][C:10]1[CH:11]=[CH:12][CH:13]=[C:8]([C:4]2[CH:5]=[N:6][CH:7]=[C:2]([Br:1])[CH:3]=2)[CH:9]=1, predict the reactants needed to synthesize it. The reactants are: [Br:1][C:2]1[CH:3]=[C:4]([C:8]2[CH:9]=[C:10]([CH2:14][C:15]([OH:17])=[O:16])[CH:11]=[CH:12][CH:13]=2)[CH:5]=[N:6][CH:7]=1.S(Cl)(Cl)=O.CO.[C:24]([O-])(O)=O.[Na+]. (3) Given the product [C:11]([NH:19][C:20]1[N:21]=[C:22]2[CH:27]=[CH:26][C:25]([O:28][C:29]3[CH:30]=[CH:31][C:32]([CH3:45])=[C:33]([NH:35][C:36]([C:38]4[N:42]([CH3:43])[N:41]=[C:40]([CH3:44])[CH:39]=4)=[O:37])[CH:34]=3)=[N:24][N:23]2[CH:46]=1)(=[O:7])[C:10]#[C:9][CH3:8], predict the reactants needed to synthesize it. The reactants are: C(O)(=O)C#CC.[O:7]1[CH2:11][CH2:10][CH2:9][CH2:8]1.C(Cl)(=O)C(Cl)=O.Cl.[NH2:19][C:20]1[N:21]=[C:22]2[CH:27]=[CH:26][C:25]([O:28][C:29]3[CH:30]=[CH:31][C:32]([CH3:45])=[C:33]([NH:35][C:36]([C:38]4[N:42]([CH3:43])[N:41]=[C:40]([CH3:44])[CH:39]=4)=[O:37])[CH:34]=3)=[N:24][N:23]2[CH:46]=1. (4) Given the product [Cl:1][C:2]1[N:7]=[C:6]2[N:8]([CH3:12])[C:9](=[O:11])[N:10]([CH2:22][CH:19]3[CH2:21][CH2:20]3)[C:5]2=[CH:4][CH:3]=1, predict the reactants needed to synthesize it. The reactants are: [Cl:1][C:2]1[N:7]=[C:6]2[N:8]([CH3:12])[C:9](=[O:11])[NH:10][C:5]2=[CH:4][CH:3]=1.C(=O)([O-])[O-].[Cs+].[Cs+].[CH:19]1([CH2:22]Br)[CH2:21][CH2:20]1. (5) Given the product [F:16][C:17]1[CH:18]=[C:19]2[C:23]([C:22]([CH2:9][C:10]3[N:11]=[N:12][CH:13]=[CH:14][CH:15]=3)=[C:21]([CH2:27][C:28]([OH:30])=[O:29])[CH2:20]2)=[CH:24][CH:25]=1, predict the reactants needed to synthesize it. The reactants are: [Li+].CC([N-]C(C)C)C.[CH3:9][C:10]1[N:11]=[N:12][CH:13]=[CH:14][CH:15]=1.[F:16][C:17]1[CH:18]=[C:19]2[C:23](=[CH:24][CH:25]=1)[C:22](=O)[CH:21]([CH2:27][C:28]([OH:30])=[O:29])[CH2:20]2.CC(O)=O. (6) Given the product [CH:22]1([C:20]2[NH:19][N:18]=[C:17]([NH:16][C:4]3[N:3]=[C:2]([O:27][CH2:25][CH3:26])[C:11]4[C:6]([CH:5]=3)=[CH:7][C:8]([O:14][CH3:15])=[C:9]([O:12][CH3:13])[CH:10]=4)[CH:21]=2)[CH2:24][CH2:23]1, predict the reactants needed to synthesize it. The reactants are: Cl[C:2]1[C:11]2[C:6](=[CH:7][C:8]([O:14][CH3:15])=[C:9]([O:12][CH3:13])[CH:10]=2)[CH:5]=[C:4]([NH:16][C:17]2[CH:21]=[C:20]([CH:22]3[CH2:24][CH2:23]3)[NH:19][N:18]=2)[N:3]=1.[CH2:25]([OH:27])[CH3:26]. (7) Given the product [CH3:1][C:2]1[CH:8]=[C:7]([I:9])[CH:6]=[CH:5][C:3]=1[NH:4][C:17]1[CH:18]=[N:19][CH:11]=[CH:12][C:13]=1[C:14]([OH:16])=[O:15], predict the reactants needed to synthesize it. The reactants are: [CH3:1][C:2]1[CH:8]=[C:7]([I:9])[CH:6]=[CH:5][C:3]=1[NH2:4].F[C:11]1[CH:12]=[C:13]([CH:17]=[CH:18][N:19]=1)[C:14]([OH:16])=[O:15]. (8) Given the product [CH3:13][O:12][C:9]([CH:21]1[CH2:22][CH2:23][CH2:24][C:19]2([CH2:15][CH2:16][CH2:17][CH2:18]2)[C:20]1=[O:25])=[O:14], predict the reactants needed to synthesize it. The reactants are: [H-].[Na+].CC(C)([O-])C.[K+].[C:9](=[O:14])([O:12][CH3:13])OC.[CH2:15]1[C:19]2([CH2:24][CH2:23][CH2:22][CH2:21][C:20]2=[O:25])[CH2:18][CH2:17][CH2:16]1.